From a dataset of Forward reaction prediction with 1.9M reactions from USPTO patents (1976-2016). Predict the product of the given reaction. The product is: [Cl:1][C:2]1[CH:3]=[CH:4][C:5]([O:8][C:16](=[O:25])[N:17]([CH3:24])[C:18]2[CH:23]=[CH:22][CH:21]=[CH:20][CH:19]=2)=[N:6][CH:7]=1. Given the reactants [Cl:1][C:2]1[CH:3]=[CH:4][C:5]([OH:8])=[N:6][CH:7]=1.[I-].C[N+]1C=CN([C:16](=[O:25])[N:17]([CH3:24])[C:18]2[CH:23]=[CH:22][CH:21]=[CH:20][CH:19]=2)C=1.C(N(CC)CC)C, predict the reaction product.